This data is from Catalyst prediction with 721,799 reactions and 888 catalyst types from USPTO. The task is: Predict which catalyst facilitates the given reaction. (1) Reactant: [NH:1]1[CH:5]=[CH:4][CH:3]=[C:2]1/[CH:6]=[C:7]1\[C:8](=[O:16])[NH:9][C:10]2[C:15]\1=[CH:14][CH:13]=[CH:12][CH:11]=2.C=O.[CH2:19]([NH2:23])[CH2:20][CH2:21][CH3:22].[CH3:24]CCCCC. Product: [CH2:19]([NH:23][CH2:24][N:9]1[C:10]2[C:15](=[CH:14][CH:13]=[CH:12][CH:11]=2)[C:7](=[CH:6][C:2]2[NH:1][CH:5]=[CH:4][CH:3]=2)[C:8]1=[O:16])[CH2:20][CH2:21][CH3:22]. The catalyst class is: 14. (2) Reactant: [F:1][C:2]1[CH:9]=[CH:8][CH:7]=[C:6]([F:10])[C:3]=1[CH2:4]Cl.[N-:11]=[N+:12]=[N-:13].[Na+].O.C1CCCCC1. Product: [F:1][C:2]1[CH:9]=[CH:8][CH:7]=[C:6]([F:10])[C:3]=1[CH2:4][N:11]=[N+:12]=[N-:13]. The catalyst class is: 16. (3) Reactant: [CH3:1][C:2]1([C:7]2([CH2:10][OH:11])[CH2:9][CH2:8]2)[O:6][CH2:5][CH2:4][O:3]1.C([O-])(=O)C.[Na+].[Cr](Cl)([O-])(=O)=O.[NH+]1C=CC=CC=1. Product: [CH3:1][C:2]1([C:7]2([CH:10]=[O:11])[CH2:9][CH2:8]2)[O:3][CH2:4][CH2:5][O:6]1. The catalyst class is: 4. (4) Reactant: [CH3:1][O:2][C:3](=[O:40])[C:4]1[CH:9]=[CH:8][C:7]([O:10][CH2:11][CH2:12][C:13]2[C:21]3[C:16](=[CH:17][CH:18]=[C:19]([Cl:22])[CH:20]=3)[N:15]([CH:23]([C:30]3[CH:35]=[CH:34][CH:33]=[CH:32][CH:31]=3)[C:24]3[CH:29]=[CH:28][CH:27]=[CH:26][CH:25]=3)[C:14]=2[CH2:36][CH2:37][CH2:38]O)=[CH:6][CH:5]=1.C1(P(C2C=CC=CC=2)C2C=CC=CC=2)C=CC=CC=1.C(Br)(Br)(Br)[Br:61]. Product: [CH3:1][O:2][C:3](=[O:40])[C:4]1[CH:9]=[CH:8][C:7]([O:10][CH2:11][CH2:12][C:13]2[C:21]3[C:16](=[CH:17][CH:18]=[C:19]([Cl:22])[CH:20]=3)[N:15]([CH:23]([C:30]3[CH:35]=[CH:34][CH:33]=[CH:32][CH:31]=3)[C:24]3[CH:29]=[CH:28][CH:27]=[CH:26][CH:25]=3)[C:14]=2[CH2:36][CH2:37][CH2:38][Br:61])=[CH:6][CH:5]=1. The catalyst class is: 2. (5) Reactant: [CH3:1][N:2]([C:19]1[CH:24]=[CH:23][CH:22]=[CH:21][CH:20]=1)[S:3]([C:6](=O)[C:7]1C=[CH:11][C:10]([NH:13]C)=[C:9]([N+:15]([O-])=O)[CH:8]=1)(=[O:5])=[O:4].O.NN.[CH4:28]. Product: [NH2:13][C:10]1[CH:11]=[C:6]([S:3]([N:2]([CH3:1])[C:19]2[CH:20]=[CH:21][CH:22]=[CH:23][CH:24]=2)(=[O:4])=[O:5])[CH:7]=[CH:8][C:9]=1[NH:15][CH3:28]. The catalyst class is: 32. (6) Reactant: [Br:1][C:2]1[CH:3]=[C:4](/[C:8](/[C:16]2[CH:20]=[C:19]([CH:21]3[O:25][CH2:24][CH2:23][O:22]3)[S:18][CH:17]=2)=[N:9]\[S:10]([C:12]([CH3:15])([CH3:14])[CH3:13])=[O:11])[CH:5]=[CH:6][CH:7]=1.[Li]C.[CH3:28]COCC. Product: [Br:1][C:2]1[CH:3]=[C:4]([C@@:8]([NH:9][S:10]([C:12]([CH3:15])([CH3:14])[CH3:13])=[O:11])([C:16]2[CH:20]=[C:19]([CH:21]3[O:25][CH2:24][CH2:23][O:22]3)[S:18][CH:17]=2)[CH3:28])[CH:5]=[CH:6][CH:7]=1. The catalyst class is: 1. (7) Reactant: C([Sn](CCCC)(CCCC)[C:6]1[CH:11]=[CH:10][C:9]([OH:12])=[CH:8][CH:7]=1)CCC.C([O-])([O-])=O.[K+].[K+].[Cl:27][C:28]1[CH:36]=[CH:35][CH:34]=[CH:33][C:29]=1[C:30](Cl)=[O:31]. Product: [Cl:27][C:28]1[CH:36]=[CH:35][CH:34]=[CH:33][C:29]=1[C:30]([C:6]1[CH:7]=[CH:8][C:9]([OH:12])=[CH:10][CH:11]=1)=[O:31]. The catalyst class is: 443. (8) Reactant: Cl.[CH3:2][O:3][C:4](=[O:10])[CH:5]([NH2:9])[CH2:6][CH2:7][OH:8].C(N(C(C)C)CC)(C)C.[CH3:20][C:21]([O:24][C:25](O[C:25]([O:24][C:21]([CH3:23])([CH3:22])[CH3:20])=[O:26])=[O:26])([CH3:23])[CH3:22]. Product: [CH3:2][O:3][C:4](=[O:10])[CH:5]([NH:9][C:25]([O:24][C:21]([CH3:23])([CH3:22])[CH3:20])=[O:26])[CH2:6][CH2:7][OH:8]. The catalyst class is: 230. (9) Reactant: C(OC([N:8]([CH2:28][CH:29]1[CH2:31][CH2:30]1)[C:9]1[CH:10]=[C:11]([CH:16]=[C:17]([O:19][C:20]2[CH:25]=[CH:24][C:23]([C:26]#[N:27])=[CH:22][CH:21]=2)[CH:18]=1)[C:12]([O:14][CH3:15])=[O:13])=O)(C)(C)C.FC(F)(F)C(O)=O.C(=O)([O-])O.[Na+]. Product: [C:26]([C:23]1[CH:22]=[CH:21][C:20]([O:19][C:17]2[CH:16]=[C:11]([CH:10]=[C:9]([NH:8][CH2:28][CH:29]3[CH2:30][CH2:31]3)[CH:18]=2)[C:12]([O:14][CH3:15])=[O:13])=[CH:25][CH:24]=1)#[N:27]. The catalyst class is: 4. (10) Product: [F:19][C:20]1[CH:25]=[CH:24][C:23]([N:14]2[CH:15]=[CH:16][C:11]3=[N:10][C:9]([CH2:8][O:1][C:2]4[CH:3]=[CH:4][CH:5]=[CH:6][CH:7]=4)=[CH:18][N:12]3[C:13]2=[O:17])=[CH:22][CH:21]=1. Reactant: [O:1]([CH2:8][C:9]1[N:10]=[C:11]2[CH:16]=[CH:15][NH:14][C:13](=[O:17])[N:12]2[CH:18]=1)[C:2]1[CH:7]=[CH:6][CH:5]=[CH:4][CH:3]=1.[F:19][C:20]1[CH:25]=[CH:24][C:23](I)=[CH:22][CH:21]=1.C([O-])([O-])=O.[K+].[K+].CNCCNC. The catalyst class is: 432.